This data is from Forward reaction prediction with 1.9M reactions from USPTO patents (1976-2016). The task is: Predict the product of the given reaction. Given the reactants [CH3:1][CH:2]([CH3:29])[CH2:3][CH:4]([C:21]1[CH:26]=[CH:25][CH:24]=[C:23]([CH:27]=C)[CH:22]=1)[C:5]([NH:7][C:8]1[CH:13]=[CH:12][C:11]([C:14]2[CH:19]=[CH:18][N:17]=[C:16]([CH3:20])[CH:15]=2)=[CH:10][CH:9]=1)=[O:6].C[N+]1([O-])CC[O:34]CC1.I([O-])(=O)(=O)=O.[Na+].CC(O)(C)C, predict the reaction product. The product is: [CH:27]([C:23]1[CH:22]=[C:21]([CH:4]([CH2:3][CH:2]([CH3:29])[CH3:1])[C:5]([NH:7][C:8]2[CH:13]=[CH:12][C:11]([C:14]3[CH:19]=[CH:18][N:17]=[C:16]([CH3:20])[CH:15]=3)=[CH:10][CH:9]=2)=[O:6])[CH:26]=[CH:25][CH:24]=1)=[O:34].